This data is from Reaction yield outcomes from USPTO patents with 853,638 reactions. The task is: Predict the reaction yield, written as a fraction of the theoretical maximum amount of product (1.0 means a 100% yield; for example, 0.34 means a 34% yield). (1) The reactants are [NH2:1][C:2]1[C:6]2[CH:7]=[CH:8][CH:9]=[C:10]([N+:11]([O-:13])=[O:12])[C:5]=2[S:4][C:3]=1C(OC)=O.CN1CCNCC1. The catalyst is CN1CCCC1=O. The product is [N+:11]([C:10]1[C:5]2[S:4][CH:3]=[C:2]([NH2:1])[C:6]=2[CH:7]=[CH:8][CH:9]=1)([O-:13])=[O:12]. The yield is 0.890. (2) The reactants are [CH3:13][C:12]([O:11][C:9](O[C:9]([O:11][C:12]([CH3:15])([CH3:14])[CH3:13])=[O:10])=[O:10])([CH3:15])[CH3:14].[NH2:16][C@@:17]1([CH2:24][C:25]#[CH:26])[CH2:21][CH2:20][N:19]([CH3:22])[C:18]1=[O:23]. The catalyst is C(Cl)Cl. The product is [CH3:22][N:19]1[CH2:20][CH2:21][C@@:17]([NH:16][C:9](=[O:10])[O:11][C:12]([CH3:13])([CH3:14])[CH3:15])([CH2:24][C:25]#[CH:26])[C:18]1=[O:23]. The yield is 0.933. (3) The reactants are [Na].[CH3:2][O:3][C:4](=[O:17])[CH:5]=[CH:6][C:7]1[CH:12]=[CH:11][CH:10]=[C:9]([S:13](O)(=[O:15])=[O:14])[CH:8]=1.S(Cl)([Cl:20])=O. The catalyst is CN(C)C=O. The product is [CH3:2][O:3][C:4](=[O:17])[CH:5]=[CH:6][C:7]1[CH:12]=[CH:11][CH:10]=[C:9]([S:13]([Cl:20])(=[O:15])=[O:14])[CH:8]=1. The yield is 0.970. (4) The reactants are [Cl:1][C:2]1[CH:3]=[C:4]([N:10]2[CH:18]([CH:19]3[CH2:23][CH2:22][CH2:21][CH2:20]3)[CH:17]3[C:12]([C:13]4[CH:27]=[CH:26][C:25]([C:28]([OH:30])=[O:29])=[CH:24][C:14]=4[CH2:15][CH2:16]3)=[N:11]2)[CH:5]=[CH:6][C:7]=1[C:8]#[N:9].[CH2:31](O)[CH2:32][O:33][CH2:34][CH2:35][O:36][CH2:37][CH2:38][OH:39]. No catalyst specified. The product is [Cl:1][C:2]1[CH:3]=[C:4]([N:10]2[CH:18]([CH:19]3[CH2:20][CH2:21][CH2:22][CH2:23]3)[CH:17]3[C:12]([C:13]4[CH:27]=[CH:26][C:25]([C:28]([O:30][CH2:31][CH2:32][O:33][CH2:34][CH2:35][O:36][CH2:37][CH2:38][OH:39])=[O:29])=[CH:24][C:14]=4[CH2:15][CH2:16]3)=[N:11]2)[CH:5]=[CH:6][C:7]=1[C:8]#[N:9]. The yield is 0.470.